Dataset: Peptide-MHC class II binding affinity with 134,281 pairs from IEDB. Task: Regression. Given a peptide amino acid sequence and an MHC pseudo amino acid sequence, predict their binding affinity value. This is MHC class II binding data. The binding affinity (normalized) is 0. The peptide sequence is TWAENIQVAINQVRAII. The MHC is DRB1_1501 with pseudo-sequence DRB1_1501.